This data is from Peptide-MHC class II binding affinity with 134,281 pairs from IEDB. The task is: Regression. Given a peptide amino acid sequence and an MHC pseudo amino acid sequence, predict their binding affinity value. This is MHC class II binding data. (1) The peptide sequence is TSGVTQSPHTLIKTRGQQVTLR. The MHC is DRB1_1501 with pseudo-sequence DRB1_1501. The binding affinity (normalized) is 0.510. (2) The peptide sequence is LGLTQPFLGLCAFLA. The MHC is DRB1_0301 with pseudo-sequence DRB1_0301. The binding affinity (normalized) is 0. (3) The peptide sequence is AAAAAYEAAFAATVP. The MHC is HLA-DQA10101-DQB10501 with pseudo-sequence HLA-DQA10101-DQB10501. The binding affinity (normalized) is 0.438. (4) The binding affinity (normalized) is 0.670. The MHC is DRB3_0101 with pseudo-sequence DRB3_0101. The peptide sequence is GELQIVDKIDDAFKI. (5) The peptide sequence is CGYLMFLGGVKPTHI. The MHC is HLA-DQA10601-DQB10402 with pseudo-sequence HLA-DQA10601-DQB10402. The binding affinity (normalized) is 0.391. (6) The peptide sequence is NASHCNEMSWIQSIP. The MHC is DRB1_0901 with pseudo-sequence DRB1_0901. The binding affinity (normalized) is 0.212. (7) The peptide sequence is AAATAGTTVHGAFAA. The MHC is HLA-DPA10103-DPB10601 with pseudo-sequence HLA-DPA10103-DPB10601. The binding affinity (normalized) is 0.113. (8) The peptide sequence is AYKTAEGATPEAKYD. The MHC is HLA-DQA10201-DQB10202 with pseudo-sequence HLA-DQA10201-DQB10202. The binding affinity (normalized) is 0.202. (9) The peptide sequence is TKTTSDYQDSDVSQ. The MHC is DRB5_0101 with pseudo-sequence DRB5_0101. The binding affinity (normalized) is 0.118. (10) The binding affinity (normalized) is 0.803. The peptide sequence is PYLKATSQVILFQQE. The MHC is DRB1_0101 with pseudo-sequence DRB1_0101.